This data is from Full USPTO retrosynthesis dataset with 1.9M reactions from patents (1976-2016). The task is: Predict the reactants needed to synthesize the given product. Given the product [NH2:1][C:2]1[C:3](=[O:14])[NH:4][C:5](=[O:13])[N:6]([CH2:9][CH2:10][O:28][CH3:19])[C:7]=1[NH2:8], predict the reactants needed to synthesize it. The reactants are: [NH2:1][C:2]1[C:3](=[O:14])[NH:4][C:5](=[O:13])[N:6]([CH2:9][CH2:10]CO)[C:7]=1[NH2:8].NC1C(=O)N[C:19](=[O:28])N(CCCCF)C=1N.NC1C(=O)NC(=O)N(CC(C(O)=O)CC)C=1N.NC1C(=O)NC(=O)N(C=C)C=1N.NC1C(=O)NC(=O)N(C2CCCC2)C=1N.NC1C(=O)NC(=O)N(C2CCC(O)C2)C=1N.NC1C(=O)NC(=O)N(C2CCCCC2)C=1N.NC1C(=O)NC(=O)N(CC2CC2)C=1N.